This data is from Full USPTO retrosynthesis dataset with 1.9M reactions from patents (1976-2016). The task is: Predict the reactants needed to synthesize the given product. Given the product [Cl:1][C:2]1[CH:7]=[CH:6][CH:5]=[C:4]([Cl:8])[C:3]=1[CH:9]1[S:24][N:12]=[C:11]([C:14]2[CH:19]=[CH:18][C:17]([N+:20]([O-:22])=[O:21])=[CH:16][CH:15]=2)[CH2:10]1, predict the reactants needed to synthesize it. The reactants are: [Cl:1][C:2]1[CH:7]=[CH:6][CH:5]=[C:4]([Cl:8])[C:3]=1[CH:9]1O[N:12]=[C:11]([C:14]2[CH:19]=[CH:18][C:17]([N+:20]([O-:22])=[O:21])=[CH:16][CH:15]=2)[CH2:10]1.P12(SP3(SP(SP(S3)(S1)=S)(=S)S2)=S)=[S:24].